This data is from Acute oral toxicity (LD50) regression data from Zhu et al.. The task is: Regression/Classification. Given a drug SMILES string, predict its toxicity properties. Task type varies by dataset: regression for continuous values (e.g., LD50, hERG inhibition percentage) or binary classification for toxic/non-toxic outcomes (e.g., AMES mutagenicity, cardiotoxicity, hepatotoxicity). Dataset: ld50_zhu. (1) The compound is ClCBr. The rat oral LD50 is 1.41, given as -log10 of the dose in mol/kg body weight (higher means more acutely toxic). (2) The drug is CCCCOCCOCCOCc1cc2c(cc1CCC)OCO2. The rat oral LD50 is 1.74, given as -log10 of the dose in mol/kg body weight (higher means more acutely toxic). (3) The molecule is CCCCOC(=O)CCC(=O)OCCCC. The rat oral LD50 is 1.46, given as -log10 of the dose in mol/kg body weight (higher means more acutely toxic). (4) The molecule is Nc1ccc([N+](=O)[O-])cc1. The rat oral LD50 is 2.27, given as -log10 of the dose in mol/kg body weight (higher means more acutely toxic). (5) The rat oral LD50 is 1.22, given as -log10 of the dose in mol/kg body weight (higher means more acutely toxic). The drug is O=CC(O)C1OC(=O)C(O)C1O. (6) The compound is CCCCNC(=S)Nc1ccccc1. The rat oral LD50 is 3.14, given as -log10 of the dose in mol/kg body weight (higher means more acutely toxic). (7) The molecule is CN1CCC(=C2c3ccccc3C=Cc3ccccc32)CC1. The rat oral LD50 is 2.99, given as -log10 of the dose in mol/kg body weight (higher means more acutely toxic). (8) The drug is CCNC(=S)NCC. The rat oral LD50 is 2.62, given as -log10 of the dose in mol/kg body weight (higher means more acutely toxic). (9) The drug is Cc1ccccc1C#N. The rat oral LD50 is 1.56, given as -log10 of the dose in mol/kg body weight (higher means more acutely toxic).